Task: Predict which catalyst facilitates the given reaction.. Dataset: Catalyst prediction with 721,799 reactions and 888 catalyst types from USPTO (1) Reactant: [CH2:1]([O:8][C:9]1[CH:10]=[C:11]([N:15]2[CH2:20][CH2:19][N:18](C(OC(C)(C)C)=O)[CH2:17][CH2:16]2)[CH:12]=[N:13][CH:14]=1)[C:2]1[CH:7]=[CH:6][CH:5]=[CH:4][CH:3]=1.[ClH:28]. Product: [ClH:28].[CH2:1]([O:8][C:9]1[CH:10]=[C:11]([N:15]2[CH2:20][CH2:19][NH:18][CH2:17][CH2:16]2)[CH:12]=[N:13][CH:14]=1)[C:2]1[CH:7]=[CH:6][CH:5]=[CH:4][CH:3]=1. The catalyst class is: 12. (2) Reactant: Cl.[S:2]1[C:10]2[C:5](=[N:6][CH:7]=[CH:8][CH:9]=2)[N:4]=[C:3]1[O:11][C:12]1[CH:23]=[CH:22][C:15]2[C:16]([C:19](Cl)=[O:20])=[CH:17][O:18][C:14]=2[CH:13]=1.C[CH2:25][N:26](CC)CC.Cl.Cl.CN.C([O-])(O)=O.[Na+]. Product: [CH3:25][NH:26][C:19]([C:16]1[C:15]2[CH:22]=[CH:23][C:12]([O:11][C:3]3[S:2][C:10]4[C:5]([N:4]=3)=[N:6][CH:7]=[CH:8][CH:9]=4)=[CH:13][C:14]=2[O:18][CH:17]=1)=[O:20]. The catalyst class is: 34. (3) Reactant: [OH:1][C:2]1[CH:7]=[CH:6][C:5]([CH:8]=[CH:9][C:10]2[CH:15]=[CH:14][CH:13]=[CH:12][CH:11]=2)=[CH:4][CH:3]=1.C(=O)([O-])[O-].[K+].[K+].Br[CH2:23][CH2:24][CH2:25][Cl:26]. Product: [Cl:26][CH2:25][CH2:24][CH2:23][O:1][C:2]1[CH:3]=[CH:4][C:5]([CH:8]=[CH:9][C:10]2[CH:11]=[CH:12][CH:13]=[CH:14][CH:15]=2)=[CH:6][CH:7]=1. The catalyst class is: 9. (4) Reactant: [OH:1]/[N:2]=[C:3]1\[CH2:4][CH2:5][C:6]2[C:11]\1=[CH:10][CH:9]=[C:8]([NH:12][C:13]1[C:21]3[C:16](=[CH:17][N:18]=[CH:19][CH:20]=3)[S:15][C:14]=1[C:22]([C:24]1[CH:29]=[CH:28][C:27]([O:30][CH3:31])=[CH:26][CH:25]=1)=[O:23])[CH:7]=2.[BH4-].[Na+]. Product: [OH:23][CH:22]([C:24]1[CH:25]=[CH:26][C:27]([O:30][CH3:31])=[CH:28][CH:29]=1)[C:14]1[S:15][C:16]2=[CH:17][N:18]=[CH:19][CH:20]=[C:21]2[C:13]=1[NH:12][C:8]1[CH:7]=[C:6]2[C:11](=[CH:10][CH:9]=1)/[C:3](=[N:2]/[OH:1])/[CH2:4][CH2:5]2. The catalyst class is: 14. (5) Reactant: [CH3:1][O:2][C:3]1[CH:19]=[CH:18][C:6]([CH2:7][N:8]([CH3:17])[CH:9]2[CH2:14][CH2:13][NH:12][CH2:11][C:10]2([CH3:16])[CH3:15])=[CH:5][CH:4]=1.Cl.Br[C:22]1[CH:27]=[CH:26][N:25]=[CH:24][CH:23]=1.CCN(C(C)C)C(C)C. Product: [CH3:1][O:2][C:3]1[CH:4]=[CH:5][C:6]([CH2:7][N:8]([CH3:17])[CH:9]2[CH2:14][CH2:13][N:12]([C:22]3[CH:27]=[CH:26][N:25]=[CH:24][CH:23]=3)[CH2:11][C:10]2([CH3:16])[CH3:15])=[CH:18][CH:19]=1. The catalyst class is: 51. (6) Reactant: [O:1]=[C:2]1[CH2:7][CH2:6][N:5]([C:8]([O:10][C:11]([CH3:14])([CH3:13])[CH3:12])=[O:9])[CH2:4][CH2:3]1.[Li+].C[Si]([N-][Si](C)(C)C)(C)C.C1C=CC(N([S:32]([C:35]([F:38])([F:37])[F:36])(=[O:34])=[O:33])[S:32]([C:35]([F:38])([F:37])[F:36])(=[O:34])=[O:33])=CC=1. Product: [F:36][C:35]([F:38])([F:37])[S:32]([O:1][C:2]1[CH2:3][CH2:4][N:5]([C:8]([O:10][C:11]([CH3:14])([CH3:13])[CH3:12])=[O:9])[CH2:6][CH:7]=1)(=[O:34])=[O:33]. The catalyst class is: 1. (7) Reactant: [OH:1][CH:2]([C:6]1[CH:11]=[CH:10][C:9]([C:12]2[N:16]=[C:15]([C:17]3[O:21][N:20]=[C:19]([C:22]4[CH:27]=[CH:26][CH:25]=[CH:24][CH:23]=4)[C:18]=3[C:28]([F:31])([F:30])[F:29])[O:14][N:13]=2)=[CH:8][CH:7]=1)[C:3](O)=[O:4].[CH3:32][S:33]([CH2:36][CH2:37][NH2:38])(=[O:35])=[O:34].CN(C(ON1N=NC2C=CC=NC1=2)=[N+](C)C)C.F[P-](F)(F)(F)(F)F.CN1CCOCC1. Product: [OH:1][CH:2]([C:6]1[CH:7]=[CH:8][C:9]([C:12]2[N:16]=[C:15]([C:17]3[O:21][N:20]=[C:19]([C:22]4[CH:23]=[CH:24][CH:25]=[CH:26][CH:27]=4)[C:18]=3[C:28]([F:31])([F:29])[F:30])[O:14][N:13]=2)=[CH:10][CH:11]=1)[C:3]([NH:38][CH2:37][CH2:36][S:33]([CH3:32])(=[O:35])=[O:34])=[O:4]. The catalyst class is: 3.